Dataset: Retrosynthesis with 50K atom-mapped reactions and 10 reaction types from USPTO. Task: Predict the reactants needed to synthesize the given product. The reactants are: CCc1nc2c(cnn2CC)c(NC2CCOCC2)c1CN(Cc1ccc(C)c(Br)c1)C(=O)C1(C(N)=O)CC1.CN1CCC(Cc2cccc(B3OC(C)(C)C(C)(C)O3)c2)CC1. Given the product CCc1nc2c(cnn2CC)c(NC2CCOCC2)c1CN(Cc1ccc(C)c(-c2cccc(CC3CCN(C)CC3)c2)c1)C(=O)C1(C(N)=O)CC1, predict the reactants needed to synthesize it.